Dataset: Catalyst prediction with 721,799 reactions and 888 catalyst types from USPTO. Task: Predict which catalyst facilitates the given reaction. (1) Reactant: [C:1]([C:3]1[N:4]=[CH:5][C:6]([NH:20][C:21]2([C:25]([NH2:27])=[O:26])[CH2:24][CH2:23][CH2:22]2)=[N:7][C:8]=1[NH:9][C:10]1[CH:11]=[C:12]2[C:17](=[CH:18][CH:19]=1)[N:16]=[CH:15][CH:14]=[CH:13]2)#[N:2].[OH-].[Na+].OO.CC(O)=[O:34]. Product: [C:25]([C:21]1([NH:20][C:6]2[N:7]=[C:8]([NH:9][C:10]3[CH:11]=[C:12]4[C:17](=[CH:18][CH:19]=3)[N:16]=[CH:15][CH:14]=[CH:13]4)[C:3]([C:1]([NH2:2])=[O:34])=[N:4][CH:5]=2)[CH2:24][CH2:23][CH2:22]1)(=[O:26])[NH2:27]. The catalyst class is: 593. (2) Reactant: CCO[C:4]([CH:6]1[C:11](=O)[CH2:10][CH2:9][CH2:8][CH2:7]1)=[O:5].Cl.[Cl:14][CH2:15][C:16]([NH2:18])=[NH:17].C(N(CC)CC)C. Product: [Cl:14][CH2:15][C:16]1[NH:18][C:4](=[O:5])[C:6]2[CH2:7][CH2:8][CH2:9][CH2:10][C:11]=2[N:17]=1. The catalyst class is: 5. (3) Reactant: C([N:8]1[CH2:13][CH2:12][CH:11]([N:14]2[C:18]3=[N:19][CH:20]=[N:21][C:22]([NH2:23])=[C:17]3[C:16]([C:24]3[CH:29]=[CH:28][C:27]([O:30][C:31]4[CH:36]=[CH:35][CH:34]=[CH:33][CH:32]=4)=[CH:26][CH:25]=3)=[N:15]2)[CH2:10][CH2:9]1)C1C=CC=CC=1.C([O-])=O.[NH4+]. Product: [O:30]([C:27]1[CH:26]=[CH:25][C:24]([C:16]2[C:17]3[C:18](=[N:19][CH:20]=[N:21][C:22]=3[NH2:23])[N:14]([CH:11]3[CH2:12][CH2:13][NH:8][CH2:9][CH2:10]3)[N:15]=2)=[CH:29][CH:28]=1)[C:31]1[CH:36]=[CH:35][CH:34]=[CH:33][CH:32]=1. The catalyst class is: 43.